Dataset: Catalyst prediction with 721,799 reactions and 888 catalyst types from USPTO. Task: Predict which catalyst facilitates the given reaction. (1) Reactant: [Cl:1][C:2]1[CH:7]=[C:6](Cl)[N:5]=[CH:4][N:3]=1.[C:9]1(B(O)O)[CH:14]=[CH:13][CH:12]=[CH:11][CH:10]=1.C1(P(C2CCCCC2)C2CCCCC2)CCCCC1.C(=O)([O-])[O-].[Cs+].[Cs+]. Product: [Cl:1][C:2]1[CH:7]=[C:6]([C:9]2[CH:14]=[CH:13][CH:12]=[CH:11][CH:10]=2)[N:5]=[CH:4][N:3]=1. The catalyst class is: 12. (2) Reactant: [Br-].[CH2:2]([P+](C1C=CC=CC=1)(C1C=CC=CC=1)C1C=CC=CC=1)[C:3]1[CH:8]=[CH:7][CH:6]=[CH:5][CH:4]=1.[K].[O-]CCCC.[CH3:34][C:35]1[CH:40]=[CH:39][N:38]=[C:37]([NH:41][C:42]2[N:47]=[C:46]([C:48]3[S:52][C:51]([CH:53]=O)=[N:50][CH:49]=3)[CH:45]=[CH:44][CH:43]=2)[CH:36]=1. Product: [CH3:34][C:35]1[CH:40]=[CH:39][N:38]=[C:37]([NH:41][C:42]2[CH:43]=[CH:44][CH:45]=[C:46]([C:48]3[S:52][C:51](/[CH:53]=[CH:2]/[C:3]4[CH:4]=[CH:5][CH:6]=[CH:7][CH:8]=4)=[N:50][CH:49]=3)[N:47]=2)[CH:36]=1. The catalyst class is: 20. (3) Reactant: [C:1]([O:5][C:6]([NH:8][C:9]1[CH:13]=[CH:12][S:11][CH:10]=1)=[O:7])([CH3:4])([CH3:3])[CH3:2].CC([O-])=O.[Na+].[I:19]Cl. Product: [I:19][C:10]1[S:11][CH:12]=[CH:13][C:9]=1[NH:8][C:6]([O:5][C:1]([CH3:4])([CH3:2])[CH3:3])=[O:7]. The catalyst class is: 15. (4) Reactant: [Cl:1][C:2]1[C:3]([CH3:10])=[C:4]([NH:8]N)[CH:5]=[CH:6][CH:7]=1.O.Cl.[NH:13]1[CH2:18][CH2:17][C:16](=O)[CH2:15][CH2:14]1.Cl. Product: [ClH:1].[Cl:1][C:2]1[CH:7]=[CH:6][C:5]2[C:15]3[CH2:14][NH:13][CH2:18][CH2:17][C:16]=3[NH:8][C:4]=2[C:3]=1[CH3:10]. The catalyst class is: 14. (5) Reactant: O[CH2:2][CH2:3][N:4]([CH2:17][C:18]([F:21])([F:20])[F:19])[C:5]1[CH:12]=[CH:11][C:8]([C:9]#[N:10])=[C:7]([C:13]([F:16])([F:15])[F:14])[CH:6]=1.[C:22]1([S:28][S:28][C:22]2[CH:27]=[CH:26][CH:25]=[CH:24][CH:23]=2)[CH:27]=[CH:26][CH:25]=[CH:24][CH:23]=1.C(P(CCCC)CCCC)CCC. Product: [C:22]1([S:28][CH2:2][CH2:3][N:4]([CH2:17][C:18]([F:21])([F:20])[F:19])[C:5]2[CH:12]=[CH:11][C:8]([C:9]#[N:10])=[C:7]([C:13]([F:16])([F:15])[F:14])[CH:6]=2)[CH:27]=[CH:26][CH:25]=[CH:24][CH:23]=1. The catalyst class is: 1. (6) Product: [CH3:1][N:2]([S:22]([C:25]1[S:26][CH:27]=[CH:28][CH:29]=1)(=[O:24])=[O:23])[C:3]1[CH:4]=[CH:5][CH:6]=[C:7]2[C:11]=1[NH:10][C:9]([C:12]1[S:13][C:14]([CH2:17][CH2:18][C:19]([NH2:30])=[O:20])=[CH:15][N:16]=1)=[CH:8]2. Reactant: [CH3:1][N:2]([S:22]([C:25]1[S:26][CH:27]=[CH:28][CH:29]=1)(=[O:24])=[O:23])[C:3]1[CH:4]=[CH:5][CH:6]=[C:7]2[C:11]=1[NH:10][C:9]([C:12]1[S:13][C:14]([CH2:17][CH2:18][C:19](O)=[O:20])=[CH:15][N:16]=1)=[CH:8]2.[N:30]1(O)C2C=CC=CC=2N=N1.Cl.CN(C)CCCN=C=NCC.N. The catalyst class is: 145.